Dataset: Catalyst prediction with 721,799 reactions and 888 catalyst types from USPTO. Task: Predict which catalyst facilitates the given reaction. (1) Reactant: [CH3:1][C:2]1[CH:8]=[CH:7][CH:6]=[C:5]([CH3:9])[C:3]=1[NH2:4].[N:10]([O-])=O.[Na+].[Cl:14][Sn]Cl. Product: [ClH:14].[CH3:1][C:2]1[CH:8]=[CH:7][CH:6]=[C:5]([CH3:9])[C:3]=1[NH:4][NH2:10]. The catalyst class is: 126. (2) Reactant: [C:1]([C:3]1[CH:4]=[C:5]2[CH:11]=[C:10]([C:12]([OH:14])=O)[NH:9][C:6]2=[CH:7][N:8]=1)#[N:2].Cl.[NH2:16][CH2:17][C:18]([C:20]1[CH:25]=[CH:24][CH:23]=[CH:22][CH:21]=1)=[O:19].CN1CCOCC1.C[N+]1(C2N=C(OC)N=C(OC)N=2)CCOCC1.[Cl-]. Product: [O:19]=[C:18]([C:20]1[CH:25]=[CH:24][CH:23]=[CH:22][CH:21]=1)[CH2:17][NH:16][C:12]([C:10]1[NH:9][C:6]2=[CH:7][N:8]=[C:3]([C:1]#[N:2])[CH:4]=[C:5]2[CH:11]=1)=[O:14]. The catalyst class is: 1. (3) Reactant: [Br:1][C:2]1[CH:7]=[CH:6][C:5]([S:8](Cl)(=[O:10])=[O:9])=[CH:4][C:3]=1[CH3:12].[C:13]([NH2:17])([CH3:16])([CH3:15])[CH3:14]. Product: [Br:1][C:2]1[CH:7]=[CH:6][C:5]([S:8]([NH:17][C:13]([CH3:16])([CH3:15])[CH3:14])(=[O:10])=[O:9])=[CH:4][C:3]=1[CH3:12]. The catalyst class is: 4. (4) Reactant: [C:1]([N:4]1[CH2:9][CH2:8][N:7]([CH2:10][C:11]2[CH:12]=[C:13]3[C:17](=[CH:18][CH:19]=2)[NH:16][C:15]([C:20]2[C:28]4[C:23](=[CH:24][C:25]([C:29]#[N:30])=[CH:26][CH:27]=4)[NH:22][N:21]=2)=[CH:14]3)[CH2:6][CH2:5]1)(=[O:3])[CH3:2].[N:31]([Sn](C)(C)C)=[N+:32]=[N-:33].CC(N(C)C)=O. Product: [C:1]([N:4]1[CH2:9][CH2:8][N:7]([CH2:10][C:11]2[CH:12]=[C:13]3[C:17](=[CH:18][CH:19]=2)[NH:16][C:15]([C:20]2[C:28]4[C:23](=[CH:24][C:25]([C:29]5[NH:33][N:32]=[N:31][N:30]=5)=[CH:26][CH:27]=4)[NH:22][N:21]=2)=[CH:14]3)[CH2:6][CH2:5]1)(=[O:3])[CH3:2]. The catalyst class is: 11.